From a dataset of Full USPTO retrosynthesis dataset with 1.9M reactions from patents (1976-2016). Predict the reactants needed to synthesize the given product. (1) Given the product [Cl:1][C:2]1[CH:9]=[CH:8][C:5]([CH2:6][Si:11]([Cl:13])([Cl:12])[Cl:10])=[CH:4][CH:3]=1, predict the reactants needed to synthesize it. The reactants are: [Cl:1][C:2]1[CH:9]=[CH:8][C:5]([CH2:6]Cl)=[CH:4][CH:3]=1.[Cl:10][SiH:11]([Cl:13])[Cl:12]. (2) Given the product [CH2:1]([C:3]1[C:4]([NH:17][C:18]2[CH:19]=[CH:20][C:21]([CH2:24][C:25]([O:27][CH2:28][CH3:29])=[O:26])=[CH:22][CH:23]=2)=[N:5][C:6]([C:10]2[S:11][C:12]([S:41]([CH3:31])(=[O:44])=[O:42])=[CH:13][CH:14]=2)=[N:7][C:8]=1[CH3:9])[CH3:2], predict the reactants needed to synthesize it. The reactants are: [CH2:1]([C:3]1[C:4]([NH:17][C:18]2[CH:23]=[CH:22][C:21]([CH2:24][C:25]([O:27][CH2:28][CH3:29])=[O:26])=[CH:20][CH:19]=2)=[N:5][C:6]([C:10]2[S:11][C:12](SC)=[CH:13][CH:14]=2)=[N:7][C:8]=1[CH3:9])[CH3:2].Cl[C:31]1C=CC=C(C(OO)=O)C=1.[S:41]([O-:44])([O-])=[O:42].[Na+].[Na+].O. (3) Given the product [CH3:1][O:2][C:3](=[O:24])[C:4]1[CH:9]=[CH:8][C:7]([O:10][CH3:11])=[C:6]([CH2:12][CH2:13][CH2:14][C:15]2[CH:16]=[C:17]([CH3:21])[CH:18]=[CH:19][CH:20]=2)[CH:5]=1, predict the reactants needed to synthesize it. The reactants are: [CH3:1][O:2][C:3](=[O:24])[C:4]1[CH:9]=[CH:8][C:7]([O:10][CH3:11])=[C:6]([CH:12](O)[CH2:13][CH:14](O)[C:15]2[CH:16]=[C:17]([CH3:21])[CH:18]=[CH:19][CH:20]=2)[CH:5]=1.[H][H]. (4) Given the product [CH3:1][O:2][C:3]1[CH:4]=[CH:5][C:6]2[N:11]=[C:14]([CH2:16][O:17][C:18]3[CH:19]=[CH:20][C:21]([CH2:22][CH:23]4[S:27][C:26](=[O:28])[NH:25][C:24]4=[O:29])=[CH:30][CH:31]=3)[N:9]([CH3:10])[C:7]=2[CH:8]=1, predict the reactants needed to synthesize it. The reactants are: [CH3:1][O:2][C:3]1[CH:4]=[CH:5][C:6]([NH2:11])=[C:7]([NH:9][CH3:10])[CH:8]=1.CO[C:14]([CH2:16][O:17][C:18]1[CH:31]=[CH:30][C:21]([CH2:22][CH:23]2[S:27][C:26](=[O:28])[NH:25][C:24]2=[O:29])=[CH:20][CH:19]=1)=O.Cl. (5) Given the product [CH3:33][C:26]1[CH:27]=[C:28]([CH:29]=[CH:30][C:25]=1[B:15]1[O:16][C:17]([CH3:22])([CH3:23])[C:18]([CH3:20])([CH3:21])[O:19]1)[C:31]#[N:32], predict the reactants needed to synthesize it. The reactants are: C([O-])(=O)C.[K+].[B:15]1([B:15]2[O:19][C:18]([CH3:21])([CH3:20])[C:17]([CH3:23])([CH3:22])[O:16]2)[O:19][C:18]([CH3:21])([CH3:20])[C:17]([CH3:23])([CH3:22])[O:16]1.Br[C:25]1[CH:30]=[CH:29][C:28]([C:31]#[N:32])=[CH:27][C:26]=1[CH3:33]. (6) Given the product [Cl:1][C:2]1[CH:3]=[C:4]([NH:10][C:11]2[CH:12]=[C:13]3[C:17]4=[C:18]([CH2:20][S:21][CH2:22][CH2:23][N:16]4[C@H:15]4[CH2:24][CH2:25][NH:26][CH2:27][C@@H:14]34)[CH:19]=2)[CH:5]=[CH:6][C:7]=1[Cl:8], predict the reactants needed to synthesize it. The reactants are: [Cl:1][C:2]1[CH:3]=[C:4](Br)[CH:5]=[CH:6][C:7]=1[Cl:8].[NH2:10][C:11]1[CH:12]=[C:13]2[C:17]3=[C:18]([CH2:20][S:21][CH2:22][CH2:23][N:16]3[C@H:15]3[CH2:24][CH2:25][N:26](C(OC(C)(C)C)=O)[CH2:27][C@@H:14]23)[CH:19]=1.